Dataset: Forward reaction prediction with 1.9M reactions from USPTO patents (1976-2016). Task: Predict the product of the given reaction. (1) Given the reactants [C:1]1([CH:7]([NH2:15])[CH2:8][C:9]2[CH:14]=[CH:13][CH:12]=[CH:11][CH:10]=2)[CH:6]=[CH:5][CH:4]=[CH:3][CH:2]=1.[Cl:16][CH2:17][CH2:18][N:19]=[C:20]=[O:21].C(N(CC)CC)C, predict the reaction product. The product is: [Cl:16][CH2:17][CH2:18][NH:19][C:20]([NH:15][CH:7]([C:1]1[CH:6]=[CH:5][CH:4]=[CH:3][CH:2]=1)[CH2:8][C:9]1[CH:10]=[CH:11][CH:12]=[CH:13][CH:14]=1)=[O:21]. (2) Given the reactants [Br:1][C:2]1[CH:3]=[N:4][C:5]([C:8]2[CH:13]=[CH:12][C:11]([CH2:14][C@H:15]([NH:28][C:29]([C:31]3[S:32][C:33]([C:36]([CH3:39])([CH3:38])[CH3:37])=[CH:34][CH:35]=3)=[O:30])[C:16]([NH:18][C@H:19]([CH3:27])[C:20]([O:22]C(C)(C)C)=[O:21])=[O:17])=[CH:10][CH:9]=2)=[N:6][CH:7]=1.C(O)(C(F)(F)F)=O, predict the reaction product. The product is: [Br:1][C:2]1[CH:7]=[N:6][C:5]([C:8]2[CH:9]=[CH:10][C:11]([CH2:14][C@H:15]([NH:28][C:29]([C:31]3[S:32][C:33]([C:36]([CH3:37])([CH3:39])[CH3:38])=[CH:34][CH:35]=3)=[O:30])[C:16]([NH:18][C@@H:19]([C:20]([OH:22])=[O:21])[CH3:27])=[O:17])=[CH:12][CH:13]=2)=[N:4][CH:3]=1. (3) The product is: [CH3:1][NH:2][C:3]([C:5]1[C:10]([N:12]2[CH2:15][CH:14]([C:16]3[NH:20][C:19]4[CH:21]=[CH:22][C:23]([Cl:25])=[CH:24][C:18]=4[N:17]=3)[CH2:13]2)=[N:9][CH:8]=[CH:7][N:6]=1)=[O:4]. Given the reactants [CH3:1][NH:2][C:3]([C:5]1[C:10](Cl)=[N:9][CH:8]=[CH:7][N:6]=1)=[O:4].[NH:12]1[CH2:15][CH:14]([C:16]2[NH:20][C:19]3[CH:21]=[CH:22][C:23]([Cl:25])=[CH:24][C:18]=3[N:17]=2)[CH2:13]1.C([O-])([O-])=O.[K+].[K+], predict the reaction product. (4) The product is: [OH:15][C:14]1[CH:13]=[CH:27][C:26]([C:38]2[N:43]=[C:42]3[N:44]([C:48]4[CH:49]=[C:50]5[C:54](=[CH:55][CH:56]=4)[N:53]([CH3:57])[CH:52]=[CH:51]5)[C:45](=[O:47])[NH:46][C:41]3=[N:40][CH:39]=2)=[CH:25][CH:24]=1. Given the reactants N1C2C(=CC(N)=CC=2)C=C1.CO[C:13]1[CH:27]=[C:26](B2OC(C)(C)C(C)(C)O2)[CH:25]=[CH:24][C:14]=1[O:15]CCN1CCNCC1.Br[C:38]1[N:43]=[C:42]2[N:44]([C:48]3[CH:49]=[C:50]4[C:54](=[CH:55][CH:56]=3)[N:53]([CH3:57])[CH:52]=[CH:51]4)[C:45](=[O:47])[NH:46][C:41]2=[N:40][CH:39]=1.COC1C=C(C2C=C3C(C4C=C5C(=CC=4)NC=C5)=CNC3=NC=2)C=CC=1OC.OC1C=CC(B(O)O)=CC=1.COC1C=C(B(O)O)C=C(OC)C=1OC.BrC1N=C2N(C3C=C4C(=CC=3)NC=C4)C(=O)NC2=NC=1, predict the reaction product.